Dataset: Forward reaction prediction with 1.9M reactions from USPTO patents (1976-2016). Task: Predict the product of the given reaction. (1) Given the reactants [C:1]([S:5]([CH2:8][C@@H:9]([N:11]1[C@H:16]([C:17]2[CH:22]=[CH:21][C:20]([Cl:23])=[CH:19][CH:18]=2)[C@@H:15]([C:24]2[CH:29]=[CH:28][CH:27]=[C:26]([Cl:30])[CH:25]=2)[O:14][C@@H:13]([CH2:31][C:32](O)=[O:33])[C:12]1=[O:35])[CH3:10])(=[O:7])=[O:6])([CH3:4])([CH3:3])[CH3:2].C(S(C[C@@H](N1[C@H](C2C=CC(Cl)=CC=2)[C@@H](C2C=CC=C(Cl)C=2)O[C@H](CC(O)=O)C1=O)C)(=O)=O)(C)(C)C.C(N1C=CN=C1)(N1C=CN=C1)=O.C(N(CC)C(C)C)(C)C.[CH3:92][S:93]([NH2:96])(=[O:95])=[O:94], predict the reaction product. The product is: [C:1]([S:5]([CH2:8][C@@H:9]([N:11]1[C@H:16]([C:17]2[CH:18]=[CH:19][C:20]([Cl:23])=[CH:21][CH:22]=2)[C@@H:15]([C:24]2[CH:29]=[CH:28][CH:27]=[C:26]([Cl:30])[CH:25]=2)[O:14][C@@H:13]([CH2:31][C:32]([NH:96][S:93]([CH3:92])(=[O:95])=[O:94])=[O:33])[C:12]1=[O:35])[CH3:10])(=[O:7])=[O:6])([CH3:3])([CH3:2])[CH3:4]. (2) Given the reactants [CH2:1]([N:3]([C:12]1[CH:13]=[CH:14][C:15]([CH3:28])=[C:16]2[C:20]=1[NH:19][C:18]([C:21]1[S:22][C:23]([CH:26]=[O:27])=[CH:24][N:25]=1)=[CH:17]2)[S:4]([C:7]1[S:8][CH:9]=[CH:10][CH:11]=1)(=[O:6])=[O:5])[CH3:2].O1CCC[CH2:30]1.CCOCC.C[Mg]Br, predict the reaction product. The product is: [CH2:1]([N:3]([C:12]1[CH:13]=[CH:14][C:15]([CH3:28])=[C:16]2[C:20]=1[NH:19][C:18]([C:21]1[S:22][C:23]([CH:26]([OH:27])[CH3:30])=[CH:24][N:25]=1)=[CH:17]2)[S:4]([C:7]1[S:8][CH:9]=[CH:10][CH:11]=1)(=[O:5])=[O:6])[CH3:2]. (3) Given the reactants FC(F)(F)C(O)=O.[NH:8]1[CH2:13][CH2:12][CH:11]([C:14]2[CH:19]=[CH:18][C:17]([NH:20][C:21]([C:23]3[C:24]([C:29]4[CH:34]=[CH:33][C:32]([C:35]([F:38])([F:37])[F:36])=[CH:31][CH:30]=4)=[CH:25][CH:26]=[CH:27][CH:28]=3)=[O:22])=[CH:16][CH:15]=2)[CH2:10][CH2:9]1.C([O-])([O-])=O.[K+].[K+].[C:45]([C:47]1[CH:48]=[C:49]([CH:52]=[CH:53][CH:54]=1)[CH2:50]Br)#[N:46], predict the reaction product. The product is: [C:45]([C:47]1[CH:48]=[C:49]([CH:52]=[CH:53][CH:54]=1)[CH2:50][N:8]1[CH2:13][CH2:12][CH:11]([C:14]2[CH:19]=[CH:18][C:17]([NH:20][C:21]([C:23]3[C:24]([C:29]4[CH:30]=[CH:31][C:32]([C:35]([F:36])([F:37])[F:38])=[CH:33][CH:34]=4)=[CH:25][CH:26]=[CH:27][CH:28]=3)=[O:22])=[CH:16][CH:15]=2)[CH2:10][CH2:9]1)#[N:46]. (4) Given the reactants COC1OCC([CH2:9][O:10][C:11]2[CH:16]=[CH:15][N:14]=[C:13]([CH2:17][S:18]([C:20]3[NH:24][C:23]4[CH:25]=[CH:26][CH:27]=[CH:28][C:22]=4[N:21]=3)=[O:19])[C:12]=2[CH3:29])CO1.[Na:30].COC1OCC(COC2C=CN=C(CS(C3NC4C=CC=CC=4N=3)=O)C=2C)CO1.[CH3:60][C:61]1([CH2:69]CO)[O:66][CH2:65][C:64]([CH3:68])([CH3:67])[CH2:63][O:62]1, predict the reaction product. The product is: [Na:30].[CH3:29][C:12]1[C:13]([CH2:17][S:18]([C:20]2[NH:21][C:22]3[CH:28]=[CH:27][CH:26]=[CH:25][C:23]=3[N:24]=2)=[O:19])=[N:14][CH:15]=[CH:16][C:11]=1[O:10][CH2:9][CH2:60][C:61]1([CH3:69])[O:66][CH2:65][C:64]([CH3:68])([CH3:67])[CH2:63][O:62]1. (5) Given the reactants [C:1]([O:5][C:6](=[O:21])[C:7]1[CH:12]=[CH:11][C:10]([NH:13][CH2:14][C:15]2[CH:16]=[N:17][CH:18]=[N:19][CH:20]=2)=[CH:9][CH:8]=1)([CH3:4])([CH3:3])[CH3:2].Br[C:23]1[CH:28]=[CH:27][C:26]([O:29][CH:30]([F:32])[F:31])=[C:25]([O:33][CH2:34][CH3:35])[CH:24]=1.[OH-].[Na+], predict the reaction product. The product is: [C:1]([O:5][C:6](=[O:21])[C:7]1[CH:8]=[CH:9][C:10]([N:13]([C:23]2[CH:28]=[CH:27][C:26]([O:29][CH:30]([F:32])[F:31])=[C:25]([O:33][CH2:34][CH3:35])[CH:24]=2)[CH2:14][C:15]2[CH:16]=[N:17][CH:18]=[N:19][CH:20]=2)=[CH:11][CH:12]=1)([CH3:4])([CH3:2])[CH3:3]. (6) Given the reactants [CH:1]12[CH2:7][CH:4]([CH2:5][CH2:6]1)[CH2:3][CH:2]2[C:8]1[NH:12][C:11]2[C:13]([O:21][CH3:22])=[CH:14][CH:15]=[C:16]([C:17]([O:19]C)=[O:18])[C:10]=2[N:9]=1, predict the reaction product. The product is: [CH:1]12[CH2:7][CH:4]([CH2:5][CH2:6]1)[CH2:3][CH:2]2[C:8]1[NH:12][C:11]2[C:13]([O:21][CH3:22])=[CH:14][CH:15]=[C:16]([C:17]([OH:19])=[O:18])[C:10]=2[N:9]=1.